Dataset: Forward reaction prediction with 1.9M reactions from USPTO patents (1976-2016). Task: Predict the product of the given reaction. (1) Given the reactants [Br:1][C:2]1[CH:7]=[CH:6][C:5]([C:8]([CH:10]2[CH2:12][CH2:11]2)=[O:9])=[CH:4][CH:3]=1.[CH3:13][Mg+].[Br-], predict the reaction product. The product is: [Br:1][C:2]1[CH:3]=[CH:4][C:5]([C:8]([CH:10]2[CH2:11][CH2:12]2)([OH:9])[CH3:13])=[CH:6][CH:7]=1. (2) Given the reactants Br[CH2:2][C:3]1[CH:8]=[CH:7][CH:6]=[CH:5][C:4]=1[CH2:9][F:10].Br[CH2:12]C1CCCCO1.N1[C:27]2[C:22](=[CH:23][CH:24]=[CH:25][CH:26]=2)[C:21]2([C:39]3[C:30](=[CH:31][C:32]4[O:37][CH2:36][CH2:35][O:34][C:33]=4[CH:38]=3)[O:29][CH2:28]2)[C:20]1=[O:40], predict the reaction product. The product is: [F:10][CH2:9][C:4]1[CH:5]=[CH:6][CH:7]=[CH:8][C:3]=1[CH2:2][CH:12]1[C:27]2[C:22](=[CH:23][CH:24]=[CH:25][CH:26]=2)[C:21]2([C:39]3[C:30](=[CH:31][C:32]4[O:37][CH2:36][CH2:35][O:34][C:33]=4[CH:38]=3)[O:29][CH2:28]2)[C:20]1=[O:40]. (3) Given the reactants C1(P([N:15]=[N+:16]=[N-:17])(C2C=CC=CC=2)=O)C=CC=CC=1.[C:18]([O:22][C:23](=[O:65])[N:24]([C@@H:47]([CH3:64])[C@H:48]([C:50]1[CH:55]=[C:54]([C:56]([F:59])([F:58])[F:57])[CH:53]=[C:52]([C:60]([F:63])([F:62])[F:61])[CH:51]=1)O)[CH2:25][C:26]1[CH:31]=[C:30]([C:32]([F:35])([F:34])[F:33])[CH:29]=[CH:28][C:27]=1C1C=C(C(C)C)C=CC=1OC)([CH3:21])([CH3:20])[CH3:19].[CH:83]1[CH:84]=[CH:79]C(P([C:79]2[CH:84]=[CH:83][CH:82]=[CH:81]C=2)[C:83]2[CH:84]=[CH:79]C=[CH:81][CH:82]=2)=[CH:81][CH:82]=1.N(C(OCC)=O)=N[C:87](OCC)=O.[CH2:97]1[CH2:101][O:100][CH2:99][CH2:98]1, predict the reaction product. The product is: [C:18]([O:22][C:23](=[O:65])[N:24]([C@@H:47]([CH3:64])[C@H:48]([N:15]=[N+:16]=[N-:17])[C:50]1[CH:51]=[C:52]([C:60]([F:62])([F:61])[F:63])[CH:53]=[C:54]([C:56]([F:57])([F:58])[F:59])[CH:55]=1)[CH2:25][C:26]1[CH:31]=[C:30]([C:32]([F:33])([F:34])[F:35])[CH:29]=[CH:28][C:27]=1[C:97]1[CH:98]=[C:83]([CH:82]([CH3:81])[CH3:87])[CH:84]=[CH:79][C:101]=1[O:100][CH3:99])([CH3:19])([CH3:20])[CH3:21]. (4) Given the reactants [F:1][C:2]1[C:3]([N:8]2[CH2:13][CH:12]=[C:11]([C:14]#[N:15])[CH2:10][CH2:9]2)=[N:4][CH:5]=[CH:6][CH:7]=1.C([OH:18])C.O, predict the reaction product. The product is: [F:1][C:2]1[C:3]([N:8]2[CH2:9][CH:10]=[C:11]([C:14]([NH2:15])=[O:18])[CH2:12][CH2:13]2)=[N:4][CH:5]=[CH:6][CH:7]=1. (5) Given the reactants [Cl:1][C:2]1[CH:3]=[N:4][CH:5]=[C:6]([Cl:31])[C:7]=1[NH:8][C:9](=[O:30])[C:10]([C:12]1[C:20]2[C:15](=[CH:16][CH:17]=[C:18]([OH:21])[CH:19]=2)[N:14]([CH2:22][C:23]2[CH:28]=[CH:27][C:26]([F:29])=[CH:25][CH:24]=2)[CH:13]=1)=[O:11].[BH4-].[Na+].[OH-].[Na+], predict the reaction product. The product is: [Cl:1][C:2]1[CH:3]=[N:4][CH:5]=[C:6]([Cl:31])[C:7]=1[NH:8][C:9](=[O:30])[CH:10]([C:12]1[C:20]2[C:15](=[CH:16][CH:17]=[C:18]([OH:21])[CH:19]=2)[N:14]([CH2:22][C:23]2[CH:28]=[CH:27][C:26]([F:29])=[CH:25][CH:24]=2)[CH:13]=1)[OH:11]. (6) Given the reactants Br[C:2]1[NH:3][C:4]2[C:9]([C:10]=1[CH:11]1[CH2:16][CH2:15][CH2:14][CH2:13][CH2:12]1)=[CH:8][CH:7]=[C:6]([C:17]([O:19][CH3:20])=[O:18])[CH:5]=2.[CH3:21][O:22][CH2:23][O:24][C:25]1[CH:30]=[C:29]([O:31][CH2:32][O:33][CH3:34])[CH:28]=[CH:27][C:26]=1B(O)O.[Cl-].[Li+].C(=O)([O-])[O-].[Na+].[Na+], predict the reaction product. The product is: [CH3:34][O:33][CH2:32][O:31][C:29]1[CH:30]=[C:25]([O:24][CH2:23][O:22][CH3:21])[CH:26]=[CH:27][C:28]=1[C:2]1[NH:3][C:4]2[C:9]([C:10]=1[CH:11]1[CH2:16][CH2:15][CH2:14][CH2:13][CH2:12]1)=[CH:8][CH:7]=[C:6]([C:17]([O:19][CH3:20])=[O:18])[CH:5]=2. (7) Given the reactants CC(C)([O-])C.[K+].[C:7]([CH:10]([CH2:16][CH:17]=[C:18]([CH3:20])[CH3:19])[C:11]([O:13][CH2:14][CH3:15])=[O:12])([CH3:9])=[CH2:8], predict the reaction product. The product is: [C:7](=[C:10]([CH2:16][CH:17]=[C:18]([CH3:19])[CH3:20])[C:11]([O:13][CH2:14][CH3:15])=[O:12])([CH3:9])[CH3:8]. (8) The product is: [CH3:19][CH:18]([CH3:20])[CH2:17][C@H:14]([NH:13][CH:8]([C:5]1[CH:6]=[CH:7][C:2]([C:28]2[CH:29]=[CH:30][C:25]([S:22]([CH3:21])(=[O:24])=[O:23])=[CH:26][CH:27]=2)=[CH:3][CH:4]=1)[C:9]([F:12])([F:11])[F:10])[CH2:15][OH:16]. Given the reactants Br[C:2]1[CH:7]=[CH:6][C:5]([CH:8]([NH:13][C@@H:14]([CH2:17][CH:18]([CH3:20])[CH3:19])[CH2:15][OH:16])[C:9]([F:12])([F:11])[F:10])=[CH:4][CH:3]=1.[CH3:21][S:22]([C:25]1[CH:30]=[CH:29][C:28](B(O)O)=[CH:27][CH:26]=1)(=[O:24])=[O:23].C(=O)([O-])[O-].[Na+].[Na+], predict the reaction product. (9) Given the reactants ClC1C=C(C=CC=1Cl)OC1CCN(S(C2C(C)=NN(C)C=2C)(=O)=O)CC1.[CH2:27]([N:29]1[C:33]([CH3:34])=[C:32]([S:35](Cl)(=[O:37])=[O:36])[C:31]([CH3:39])=[N:30]1)[CH3:28].Cl.[C:41]1([CH3:54])[CH:46]=[CH:45][C:44]([O:47][CH:48]2[CH2:53][CH2:52][NH:51][CH2:50][CH2:49]2)=[CH:43][CH:42]=1, predict the reaction product. The product is: [CH2:27]([N:29]1[C:33]([CH3:34])=[C:32]([S:35]([N:51]2[CH2:52][CH2:53][CH:48]([O:47][C:44]3[CH:45]=[CH:46][C:41]([CH3:54])=[CH:42][CH:43]=3)[CH2:49][CH2:50]2)(=[O:37])=[O:36])[C:31]([CH3:39])=[N:30]1)[CH3:28].